Dataset: Forward reaction prediction with 1.9M reactions from USPTO patents (1976-2016). Task: Predict the product of the given reaction. (1) Given the reactants FC(F)(F)C(O)=O.[CH:8]1([CH2:11][O:12][C:13]2[C:21]([C:22]3[C:23]4[CH:32]=[N:31][N:30](COCC[Si](C)(C)C)[C:24]=4[C:25](=[O:29])[N:26]([CH3:28])[CH:27]=3)=[CH:20][CH:19]=[C:18]3[C:14]=2[CH:15]=[N:16][N:17]3[CH3:41])[CH2:10][CH2:9]1.[OH-].[NH4+].O, predict the reaction product. The product is: [CH:8]1([CH2:11][O:12][C:13]2[C:21]([C:22]3[C:23]4[CH:32]=[N:31][NH:30][C:24]=4[C:25](=[O:29])[N:26]([CH3:28])[CH:27]=3)=[CH:20][CH:19]=[C:18]3[C:14]=2[CH:15]=[N:16][N:17]3[CH3:41])[CH2:10][CH2:9]1. (2) Given the reactants [C:1]1([CH:7]([C:18]2[CH:23]=[CH:22][CH:21]=[CH:20][CH:19]=2)[N:8]2[CH2:11][CH:10]([N:12]3[CH2:17][CH2:16][NH:15][CH2:14][CH2:13]3)[CH2:9]2)[CH:6]=[CH:5][CH:4]=[CH:3][CH:2]=1.[CH3:24][O:25][CH2:26][C:27](O)=[O:28].CCN(C(C)C)C(C)C.CN(C(ON1N=NC2C=CC=CC1=2)=[N+](C)C)C.[B-](F)(F)(F)F, predict the reaction product. The product is: [C:18]1([CH:7]([C:1]2[CH:2]=[CH:3][CH:4]=[CH:5][CH:6]=2)[N:8]2[CH2:9][CH:10]([N:12]3[CH2:17][CH2:16][N:15]([C:27](=[O:28])[CH2:26][O:25][CH3:24])[CH2:14][CH2:13]3)[CH2:11]2)[CH:23]=[CH:22][CH:21]=[CH:20][CH:19]=1. (3) The product is: [Cl:1][C:2]1[CH:7]=[CH:6][CH:5]=[CH:4][C:3]=1[S:8][C:9]1[C:17]2[C:12](=[CH:13][C:14]([S:18]([CH3:21])(=[O:20])=[O:19])=[CH:15][CH:16]=2)[NH:11][C:10]=1[CH2:22][S:32]([CH3:31])(=[O:34])=[O:33]. Given the reactants [Cl:1][C:2]1[CH:7]=[CH:6][CH:5]=[CH:4][C:3]=1[S:8][C:9]1[C:17]2[C:12](=[CH:13][C:14]([S:18]([CH3:21])(=[O:20])=[O:19])=[CH:15][CH:16]=2)[NH:11][C:10]=1[CH2:22]O.CCN(CC)CC.[CH3:31][S:32](Cl)(=[O:34])=[O:33].CN(C=O)C, predict the reaction product. (4) Given the reactants [C:1]([C:3]1[CH:4]=[C:5](B(O)O)[CH:6]=[CH:7][CH:8]=1)#[N:2].Br[C:13]1[CH:14]=[C:15]([CH:17]=[CH:18][CH:19]=1)[NH2:16].[O-]P([O-])([O-])=O.[K+].[K+].[K+].C1(P(C2CCCCC2)C2CCCCC2)CCCCC1, predict the reaction product. The product is: [C:1]([C:3]1[CH:4]=[C:5]([C:13]2[CH:19]=[CH:18][CH:17]=[C:15]([NH2:16])[CH:14]=2)[CH:6]=[CH:7][CH:8]=1)#[N:2]. (5) Given the reactants [Br:1][C:2]1[CH:3]=[C:4]([NH2:9])[C:5]([Cl:8])=[N:6][CH:7]=1.C[Si]([N-][Si](C)(C)C)(C)C.[Na+].[CH3:20][O:21][C:22]1[CH:27]=[CH:26][C:25]([S:28](Cl)(=[O:30])=[O:29])=[CH:24][CH:23]=1.C(=O)(O)[O-].[Na+], predict the reaction product. The product is: [Br:1][C:2]1[CH:3]=[C:4]([NH:9][S:28]([C:25]2[CH:24]=[CH:23][C:22]([O:21][CH3:20])=[CH:27][CH:26]=2)(=[O:30])=[O:29])[C:5]([Cl:8])=[N:6][CH:7]=1. (6) The product is: [Br:19][C:20]1[CH:21]=[N:22][C:23]2[N:24]([C:2]([C:13]3[CH:18]=[CH:17][CH:16]=[CH:15][CH:14]=3)=[C:3]([C:5]3[CH:12]=[CH:11][C:8]([CH:9]=[O:10])=[CH:7][CH:6]=3)[N:26]=2)[CH:25]=1. Given the reactants Br[CH:2]([C:13]1[CH:18]=[CH:17][CH:16]=[CH:15][CH:14]=1)[C:3]([C:5]1[CH:12]=[CH:11][C:8]([CH:9]=[O:10])=[CH:7][CH:6]=1)=O.[Br:19][C:20]1[CH:21]=[N:22][C:23]([NH2:26])=[N:24][CH:25]=1.O, predict the reaction product. (7) Given the reactants [F-].C([N+](CCCC)(CCCC)CCCC)CCC.O1CCCC1.[Si]([O:31][CH2:32][CH2:33][CH2:34][S:35][CH:36]([C:48]1[C:53]([F:54])=[CH:52][CH:51]=[C:50]([F:55])[C:49]=1[F:56])[C:37]1[C:38]([CH3:47])=[CH:39][C:40]([C:43]([O:45][CH3:46])=[O:44])=[N:41][CH:42]=1)(C(C)(C)C)(C)C, predict the reaction product. The product is: [OH:31][CH2:32][CH2:33][CH2:34][S:35][CH:36]([C:48]1[C:53]([F:54])=[CH:52][CH:51]=[C:50]([F:55])[C:49]=1[F:56])[C:37]1[C:38]([CH3:47])=[CH:39][C:40]([C:43]([O:45][CH3:46])=[O:44])=[N:41][CH:42]=1. (8) Given the reactants [Cl:1][CH2:2][C:3](Cl)=[O:4].[CH3:6][N:7]1[C:15]2[CH:14]=[C:13]([C:16]3[CH:21]=[CH:20][C:19]([O:22][CH2:23][CH2:24][NH:25][CH3:26])=[C:18]([C:27]([F:30])([F:29])[F:28])[CH:17]=3)[N:12]=[C:11]([C:31]#[N:32])[C:10]=2[N:9]=[CH:8]1.C(N(C(C)C)C(C)C)C, predict the reaction product. The product is: [Cl:1][CH2:2][C:3]([N:25]([CH2:24][CH2:23][O:22][C:19]1[CH:20]=[CH:21][C:16]([C:13]2[N:12]=[C:11]([C:31]#[N:32])[C:10]3[N:9]=[CH:8][N:7]([CH3:6])[C:15]=3[CH:14]=2)=[CH:17][C:18]=1[C:27]([F:29])([F:30])[F:28])[CH3:26])=[O:4]. (9) Given the reactants [Cl:1][C:2]1[N:7]=[C:6]([OH:8])[CH:5]=[CH:4][CH:3]=1.[C:9]1([CH:15]([C:34]2[CH:39]=[CH:38][CH:37]=[CH:36][CH:35]=2)[CH2:16][N:17]([CH2:30][CH2:31][CH2:32]O)[CH2:18][C:19]2[CH:24]=[CH:23][CH:22]=[C:21]([C:25]([F:28])([F:27])[F:26])[C:20]=2[Cl:29])[CH:14]=[CH:13][CH:12]=[CH:11][CH:10]=1.OC1C=C(C=CC=1)CC1N(COCC)N=NN=1.BrCCCO, predict the reaction product. The product is: [ClH:1].[Cl:1][C:2]1[N:7]=[C:6]([O:8][CH2:32][CH2:31][CH2:30][N:17]([CH2:18][C:19]2[CH:24]=[CH:23][CH:22]=[C:21]([C:25]([F:26])([F:27])[F:28])[C:20]=2[Cl:29])[CH2:16][CH:15]([C:34]2[CH:39]=[CH:38][CH:37]=[CH:36][CH:35]=2)[C:9]2[CH:10]=[CH:11][CH:12]=[CH:13][CH:14]=2)[CH:5]=[CH:4][CH:3]=1.